From a dataset of Full USPTO retrosynthesis dataset with 1.9M reactions from patents (1976-2016). Predict the reactants needed to synthesize the given product. (1) Given the product [Br:24][CH2:25][CH2:26][CH2:27][O:17][C:12]1[CH:13]=[CH:14][CH:15]=[CH:16][C:11]=1[CH2:10][C:9]1[CH:18]=[CH:19][C:6]([C:4](=[O:5])[N:3]([CH2:1][CH3:2])[CH2:20][CH3:21])=[CH:7][CH:8]=1, predict the reactants needed to synthesize it. The reactants are: [CH2:1]([N:3]([CH2:20][CH3:21])[C:4]([C:6]1[CH:19]=[CH:18][C:9]([CH2:10][C:11]2[CH:16]=[CH:15][CH:14]=[CH:13][C:12]=2[OH:17])=[CH:8][CH:7]=1)=[O:5])[CH3:2].[H-].[Na+].[Br:24][CH2:25][CH2:26][CH2:27]Br.O. (2) Given the product [C:1]([O:4][C@@H:5]1[C@@H:33]([O:34][C:35](=[O:37])[CH3:36])[C@H:32]([O:38][C:39](=[O:41])[CH3:40])[C@@H:31]([CH2:42][O:43][C:44](=[O:46])[CH3:45])[O:30][C@H:6]1[O:7][C:8]1[CH:13]=[C:12]([O:14][C:15]([O:17][CH3:18])=[O:16])[CH:11]=[C:10]([CH3:19])[C:9]=1[CH2:20][C:21]1[CH:26]=[CH:25][C:24]([NH2:27])=[CH:23][CH:22]=1)(=[O:3])[CH3:2], predict the reactants needed to synthesize it. The reactants are: [C:1]([O:4][C@@H:5]1[C@@H:33]([O:34][C:35](=[O:37])[CH3:36])[C@H:32]([O:38][C:39](=[O:41])[CH3:40])[C@@H:31]([CH2:42][O:43][C:44](=[O:46])[CH3:45])[O:30][C@H:6]1[O:7][C:8]1[CH:13]=[C:12]([O:14][C:15]([O:17][CH3:18])=[O:16])[CH:11]=[C:10]([CH3:19])[C:9]=1[CH2:20][C:21]1[CH:26]=[CH:25][C:24]([N+:27]([O-])=O)=[CH:23][CH:22]=1)(=[O:3])[CH3:2]. (3) Given the product [CH3:34][O:33][CH2:32][C:21]1[CH:20]=[C:19]([C:17]2[O:16][N:15]=[C:14]([C:10]3[CH:9]=[C:8]([CH2:7][CH2:42][N:43]([CH3:35])[CH2:44][C:45]([O:47][C:48]([CH3:51])([CH3:50])[CH3:49])=[O:46])[CH:13]=[CH:12][CH:11]=3)[N:18]=2)[CH:24]=[CH:23][C:22]=1[C:25]1[CH:30]=[CH:29][CH:28]=[CH:27][C:26]=1[CH3:31], predict the reactants needed to synthesize it. The reactants are: CS(OC[CH2:7][C:8]1[CH:13]=[CH:12][CH:11]=[C:10]([C:14]2[N:18]=[C:17]([C:19]3[CH:24]=[CH:23][C:22]([C:25]4[CH:30]=[CH:29][CH:28]=[CH:27][C:26]=4[CH3:31])=[C:21]([CH2:32][O:33][CH3:34])[CH:20]=3)[O:16][N:15]=2)[CH:9]=1)(=O)=O.[C:35](=O)([O-])[O-].[K+].[K+].Cl.[CH3:42][NH:43][CH2:44][C:45]([O:47][C:48]([CH3:51])([CH3:50])[CH3:49])=[O:46]. (4) The reactants are: FC(F)(F)C(O)=O.[Cl:8][CH2:9][CH2:10][CH2:11][C:12](=[CH:16][C:17]1[CH:22]=[CH:21][C:20]([N:23]2[CH:27]=[C:26]([CH3:28])[N:25]=[CH:24]2)=[C:19]([O:29][CH3:30])[CH:18]=1)[C:13]([OH:15])=O.[F:31][C:32]1[CH:37]=[CH:36][C:35]([C@@H:38]([NH2:40])[CH3:39])=[CH:34][CH:33]=1.C(N(C(C)C)CC)(C)C.C1C=CC2N(O)N=NC=2C=1. Given the product [F:31][C:32]1[CH:37]=[CH:36][C:35]([C@@H:38]([NH:40][C:13](=[O:15])/[C:12](=[CH:16]/[C:17]2[CH:22]=[CH:21][C:20]([N:23]3[CH:27]=[C:26]([CH3:28])[N:25]=[CH:24]3)=[C:19]([O:29][CH3:30])[CH:18]=2)/[CH2:11][CH2:10][CH2:9][Cl:8])[CH3:39])=[CH:34][CH:33]=1, predict the reactants needed to synthesize it. (5) Given the product [C:43]1([P:36](=[O:9])([C:30]2[CH:31]=[CH:32][CH:33]=[CH:34][CH:35]=2)[C:37]2[CH:42]=[CH:41][CH:40]=[CH:39][CH:38]=2)[CH:44]=[CH:45][CH:46]=[CH:47][CH:48]=1, predict the reactants needed to synthesize it. The reactants are: C(C1C=CC(CC[OH:9])=CC=1)#N.C1CCN(C(N=NC(N2CCCCC2)=O)=O)CC1.[C:30]1([P:36]([C:43]2[CH:48]=[CH:47][CH:46]=[CH:45][CH:44]=2)[C:37]2[CH:42]=[CH:41][CH:40]=[CH:39][CH:38]=2)[CH:35]=[CH:34][CH:33]=[CH:32][CH:31]=1. (6) Given the product [CH3:14][O:15][C:16](=[O:42])[CH2:17][O:18][C:19]1[CH:20]=[C:21]([CH3:41])[C:22]([S:26]([C:29]2[C:37]3[NH:36][C:35]([S:38][CH2:3][C:4]4[C:9]([CH3:10])=[C:8]([O:11][CH3:12])[C:7]([CH3:13])=[CH:6][N:5]=4)=[N:34][C:33]=3[CH:32]=[CH:31][C:30]=2[O:39][CH3:40])(=[O:28])=[O:27])=[C:23]([CH3:25])[CH:24]=1, predict the reactants needed to synthesize it. The reactants are: Cl.Cl[CH2:3][C:4]1[C:9]([CH3:10])=[C:8]([O:11][CH3:12])[C:7]([CH3:13])=[CH:6][N:5]=1.[CH3:14][O:15][C:16](=[O:42])[CH2:17][O:18][C:19]1[CH:24]=[C:23]([CH3:25])[C:22]([S:26]([C:29]2[C:37]3[NH:36][C:35]([SH:38])=[N:34][C:33]=3[CH:32]=[CH:31][C:30]=2[O:39][CH3:40])(=[O:28])=[O:27])=[C:21]([CH3:41])[CH:20]=1.C(=O)([O-])[O-].[K+].[K+].Cl. (7) Given the product [CH3:12][O:13][C:14](=[O:30])[C:15]([O:20][C:21]1[CH:26]=[CH:25][C:24]([Cl:27])=[CH:23][C:22]=1/[CH:28]=[C:6]1/[C:7](=[O:11])[NH:8][C:9]2[C:5]/1=[CH:4][CH:3]=[C:2]([Br:1])[CH:10]=2)([CH2:16][CH3:17])[CH2:18][CH3:19], predict the reactants needed to synthesize it. The reactants are: [Br:1][C:2]1[CH:10]=[C:9]2[C:5]([CH2:6][C:7](=[O:11])[NH:8]2)=[CH:4][CH:3]=1.[CH3:12][O:13][C:14](=[O:30])[C:15]([O:20][C:21]1[CH:26]=[CH:25][C:24]([Cl:27])=[CH:23][C:22]=1[CH:28]=O)([CH2:18][CH3:19])[CH2:16][CH3:17].N1CCCC1. (8) The reactants are: [CH3:1][C:2]1[N:3]([C:7]2[CH:8]=[C:9]([NH:17]C(=O)OC(C)(C)C)[CH:10]=[C:11]([C:13]([F:16])([F:15])[F:14])[CH:12]=2)[CH:4]=[CH:5][N:6]=1.N1(C2C=C(NC(=O)OC(C)(C)C)C=C(C(F)(F)F)C=2)CCOCC1. Given the product [CH3:1][C:2]1[N:3]([C:7]2[CH:12]=[C:11]([C:13]([F:16])([F:14])[F:15])[CH:10]=[C:9]([NH2:17])[CH:8]=2)[CH:4]=[CH:5][N:6]=1, predict the reactants needed to synthesize it. (9) Given the product [C:1]([O:5][C:6]([N:8]1[CH2:12][CH2:11][C@@H:10]([O:13][C:15]2[C:24]3[C:19](=[CH:20][CH:21]=[C:22]([O:25][CH3:26])[CH:23]=3)[N:18]=[CH:17][N:16]=2)[CH2:9]1)=[O:7])([CH3:4])([CH3:2])[CH3:3], predict the reactants needed to synthesize it. The reactants are: [C:1]([O:5][C:6]([N:8]1[CH2:12][CH2:11][C@@H:10]([OH:13])[CH2:9]1)=[O:7])([CH3:4])([CH3:3])[CH3:2].Cl[C:15]1[C:24]2[C:19](=[CH:20][CH:21]=[C:22]([O:25][CH3:26])[CH:23]=2)[N:18]=[CH:17][N:16]=1. (10) Given the product [CH3:1][N:2]1[CH2:9][C@@H:8]2[C@@H:4]([N:5]([C:10]3[CH:17]=[CH:16][C:13]([CH2:14][NH2:15])=[CH:12][CH:11]=3)[CH2:6][CH2:7]2)[CH2:3]1, predict the reactants needed to synthesize it. The reactants are: [CH3:1][N:2]1[CH2:9][C@@H:8]2[C@@H:4]([N:5]([C:10]3[CH:17]=[CH:16][C:13]([C:14]#[N:15])=[CH:12][CH:11]=3)[CH2:6][CH2:7]2)[CH2:3]1.